From a dataset of Reaction yield outcomes from USPTO patents with 853,638 reactions. Predict the reaction yield, written as a fraction of the theoretical maximum amount of product (1.0 means a 100% yield; for example, 0.34 means a 34% yield). (1) The reactants are Br[C:2]1[CH:3]=[C:4]([N+:23]([O-:25])=[O:24])[C:5]2[N:9]=[C:8]([CH3:10])[N:7]([CH2:11][C:12]3[C:21]4[C:16](=[CH:17][CH:18]=[CH:19][CH:20]=4)[CH:15]=[CH:14][CH:13]=3)[C:6]=2[CH:22]=1.[NH:26]1[CH2:31][CH2:30][O:29][CH2:28][CH2:27]1.C([O-])([O-])=O.[Cs+].[Cs+].CC(C1C=C(C(C)C)C(C2C=CC=CC=2P(C2CCCCC2)C2CCCCC2)=C(C(C)C)C=1)C. The catalyst is O1CCOCC1.C1C=CC(/C=C/C(/C=C/C2C=CC=CC=2)=O)=CC=1.C1C=CC(/C=C/C(/C=C/C2C=CC=CC=2)=O)=CC=1.C1C=CC(/C=C/C(/C=C/C2C=CC=CC=2)=O)=CC=1.[Pd].[Pd]. The product is [CH3:10][C:8]1[N:7]([CH2:11][C:12]2[C:21]3[C:16](=[CH:17][CH:18]=[CH:19][CH:20]=3)[CH:15]=[CH:14][CH:13]=2)[C:6]2[CH:22]=[C:2]([N:26]3[CH2:31][CH2:30][O:29][CH2:28][CH2:27]3)[CH:3]=[C:4]([N+:23]([O-:25])=[O:24])[C:5]=2[N:9]=1. The yield is 0.600. (2) The reactants are C(NC(C)C)(C)C.C([Li])CCC.[CH3:13][O:14][C:15](=[O:26])[CH2:16][C:17]1[CH:22]=[CH:21][C:20]([S:23][CH3:24])=[C:19]([Cl:25])[CH:18]=1.I[CH2:28][CH:29]1[CH2:33][CH2:32][CH2:31][CH2:30]1. The catalyst is O1CCCC1.CN1CCCN(C)C1=O. The product is [CH3:13][O:14][C:15](=[O:26])[CH:16]([C:17]1[CH:22]=[CH:21][C:20]([S:23][CH3:24])=[C:19]([Cl:25])[CH:18]=1)[CH2:28][CH:29]1[CH2:33][CH2:32][CH2:31][CH2:30]1. The yield is 0.581. (3) The product is [CH3:1][O:2][C:3]1[CH:4]=[C:5]2[C:9](=[CH:10][CH:11]=1)[N:8]([CH3:12])[CH:7]=[C:6]2[C:13]1[NH:26][C:16]2=[N:17][CH:18]=[C:19]([CH2:21][NH:22][C:23](=[O:25])[CH3:24])[N:20]=[C:15]2[CH:14]=1. The catalyst is CN(C=O)C. The reactants are [CH3:1][O:2][C:3]1[CH:4]=[C:5]2[C:9](=[CH:10][CH:11]=1)[N:8]([CH3:12])[CH:7]=[C:6]2[C:13]1[N:26](COCC[Si](C)(C)C)[C:16]2=[N:17][CH:18]=[C:19]([CH2:21][NH:22][C:23](=[O:25])[CH3:24])[N:20]=[C:15]2[CH:14]=1.C(N)CN.CCCC[N+](CCCC)(CCCC)CCCC.[F-].CCOC(C)=O. The yield is 0.740. (4) The reactants are OC1C(=O)NN=C(CCC2C=CC=CC=2)C=1.[CH2:17]([O:24][C:25]1[N:26]=[N:27][C:28]([C:39]#[C:40][C:41]2[CH:46]=[CH:45][C:44]([C:47]([F:50])([F:49])[F:48])=[C:43]([Cl:51])[CH:42]=2)=[CH:29][C:30]=1[O:31][CH2:32][C:33]1[CH:38]=[CH:37][CH:36]=[CH:35][CH:34]=1)[C:18]1[CH:23]=[CH:22][CH:21]=[CH:20][CH:19]=1. The catalyst is C1COCC1. The product is [CH2:17]([O:24][C:25]1[N:26]=[N:27][C:28]([CH2:39][CH2:40][C:41]2[CH:46]=[CH:45][C:44]([C:47]([F:49])([F:48])[F:50])=[C:43]([Cl:51])[CH:42]=2)=[CH:29][C:30]=1[O:31][CH2:32][C:33]1[CH:34]=[CH:35][CH:36]=[CH:37][CH:38]=1)[C:18]1[CH:23]=[CH:22][CH:21]=[CH:20][CH:19]=1. The yield is 0.170.